From a dataset of Forward reaction prediction with 1.9M reactions from USPTO patents (1976-2016). Predict the product of the given reaction. (1) Given the reactants [C:1]([C:3]1[CH:4]=[C:5]2[C:9](=[CH:10][CH:11]=1)[NH:8][CH:7]=[CH:6]2)#[N:2].F[C:13]1[CH:18]=[CH:17][C:16]([N+:19]([O-])=O)=[CH:15][CH:14]=1.[Cl:22][C:23]1[CH:28]=[CH:27][C:26]([N:29]=[C:30]=[O:31])=[CH:25][C:24]=1[C:32]([F:35])([F:34])[F:33], predict the reaction product. The product is: [Cl:22][C:23]1[CH:28]=[CH:27][C:26]([NH:29][C:30]([NH:19][C:16]2[CH:17]=[CH:18][C:13]([N:8]3[C:9]4[C:5](=[CH:4][C:3]([C:1]#[N:2])=[CH:11][CH:10]=4)[CH:6]=[CH:7]3)=[CH:14][CH:15]=2)=[O:31])=[CH:25][C:24]=1[C:32]([F:33])([F:34])[F:35]. (2) Given the reactants [CH2:1]([O:3][P:4]([CH:9]=[CH:10][CH:11]1[CH:18]2[CH:14]([O:15]C(C)(C)[O:17]2)[CH:13]([N:21]2[C:25]3[N:26]=[CH:27][N:28]=[C:29]([NH:30][C:31](=[O:38])[C:32]4[CH:37]=[CH:36][CH:35]=[CH:34][CH:33]=4)[C:24]=3[N:23]=[N:22]2)[O:12]1)(=[O:8])[O:5][CH2:6][CH3:7])[CH3:2], predict the reaction product. The product is: [CH2:6]([O:5][P:4]([CH:9]=[CH:10][CH:11]1[CH:18]([OH:17])[CH:14]([OH:15])[CH:13]([N:21]2[C:25]3[N:26]=[CH:27][N:28]=[C:29]([NH:30][C:31](=[O:38])[C:32]4[CH:37]=[CH:36][CH:35]=[CH:34][CH:33]=4)[C:24]=3[N:23]=[N:22]2)[O:12]1)(=[O:8])[O:3][CH2:1][CH3:2])[CH3:7]. (3) Given the reactants C([CH:5]1[CH2:10][CH:9]2[CH2:11][CH:6]1[CH:7]=[CH:8]2)CCC.C12CC(C=C1)CC2.C[O:20][C:21]([CH:23]1CC2C[CH:24]1[CH:25]=[CH:26]2)=[O:22].[CH2:24]([CH2:23][C:21]([O-:20])=[O:22])[CH:25]=[CH2:26].COC(C1CC2CC1C=C2)=O, predict the reaction product. The product is: [CH:6]12[CH2:11][CH:9]([CH:10]=[CH:5]1)[CH2:8][CH2:7]2.[CH2:24]([CH2:23][C:21]([O-:22])=[O:20])[CH:25]=[CH2:26]. (4) Given the reactants [C:1]1([C:7]2[CH:16]=[CH:15][CH:14]=[C:13]3[C:8]=2[C:9]([NH:28][CH2:29][C:30]2[CH:35]=[CH:34][CH:33]=[CH:32][N:31]=2)=[N:10][C:11]([C:17]2[CH:18]=[N:19][CH:20]=[C:21]([CH:27]=2)[C:22]([O:24]CC)=O)=[N:12]3)[CH:6]=[CH:5][CH:4]=[CH:3][CH:2]=1.O.[NH2:37][NH2:38], predict the reaction product. The product is: [C:1]1([C:7]2[CH:16]=[CH:15][CH:14]=[C:13]3[C:8]=2[C:9]([NH:28][CH2:29][C:30]2[CH:35]=[CH:34][CH:33]=[CH:32][N:31]=2)=[N:10][C:11]([C:17]2[CH:18]=[N:19][CH:20]=[C:21]([CH:27]=2)[C:22]([NH:37][NH2:38])=[O:24])=[N:12]3)[CH:2]=[CH:3][CH:4]=[CH:5][CH:6]=1. (5) The product is: [Cl:21][CH2:19][C:16]1[N:15]=[N:14][C:13]([C:8]2[CH:7]=[C:6]([CH:11]=[CH:10][C:9]=2[F:12])[C:5]([NH:4][CH:1]2[CH2:3][CH2:2]2)=[O:20])=[CH:18][CH:17]=1. Given the reactants [CH:1]1([NH:4][C:5](=[O:20])[C:6]2[CH:11]=[CH:10][C:9]([F:12])=[C:8]([C:13]3[N:14]=[N:15][C:16]([CH3:19])=[CH:17][CH:18]=3)[CH:7]=2)[CH2:3][CH2:2]1.[Cl:21]N1C(=O)N(Cl)C(=O)N(Cl)C1=O, predict the reaction product. (6) Given the reactants [CH3:1][C:2]1[C:3]([CH2:20][CH2:21][N:22]2[CH2:27][CH2:26][CH:25]([C:28]3[CH:37]=[CH:36][CH:35]=[C:34]4[C:29]=3[CH:30]=[CH:31][C:32]([CH3:38])=[N:33]4)[CH2:24][CH2:23]2)=[C:4]2[C:9](=[CH:10][CH:11]=1)[N:8]1[CH:12]=[N:13][C:14]([C:15]([O:17]CC)=O)=[C:7]1[CH:6]=[CH:5]2.[OH-].[K+].C[Si](C)(C)[NH:43][Si](C)(C)C.[ClH:50], predict the reaction product. The product is: [ClH:50].[ClH:50].[CH3:1][C:2]1[C:3]([CH2:20][CH2:21][N:22]2[CH2:27][CH2:26][CH:25]([C:28]3[CH:37]=[CH:36][CH:35]=[C:34]4[C:29]=3[CH:30]=[CH:31][C:32]([CH3:38])=[N:33]4)[CH2:24][CH2:23]2)=[C:4]2[C:9](=[CH:10][CH:11]=1)[N:8]1[CH:12]=[N:13][C:14]([C:15]([NH2:43])=[O:17])=[C:7]1[CH:6]=[CH:5]2. (7) Given the reactants [OH-:1].[Na+].[CH:3]1[CH:8]=[C:7]2[C:9]([O:11][C:12]3([C:25]4[C:20](=[CH:21][C:22]([OH:36])=[C:23]([CH2:26][N:27]([CH2:32][C:33]([OH:35])=[O:34])[CH2:28][C:29]([OH:31])=[O:30])[CH:24]=4)[O:19][C:18]4[C:13]3=[CH:14][C:15]([CH2:38][N:39]([CH2:44][C:45]([OH:47])=[O:46])[CH2:40][C:41]([OH:43])=[O:42])=[C:16]([OH:37])[CH:17]=4)[C:6]2=[CH:5][CH:4]=1)=[O:10], predict the reaction product. The product is: [CH:3]1[CH:8]=[C:7]2[C:9]([O:11][C:12]3([C:25]4[C:20](=[CH:21][C:22]([OH:36])=[C:23]([CH2:26][N:27]([CH2:28][C:29]([OH:31])=[O:30])[CH2:32][C:33]([OH:35])=[O:34])[CH:24]=4)[O:19][C:18]4[C:13]3=[CH:14][C:15]([CH2:38][N:39]([CH2:40][C:41]([OH:43])=[O:42])[CH2:44][C:45]([OH:47])=[O:46])=[C:16]([OH:37])[CH:17]=4)[C:6]2=[CH:5][CH:4]=1)=[O:10].[CH2:38]([N:39]([CH2:44][C:45]([OH:47])=[O:46])[CH2:40][C:41]([OH:43])=[O:42])[CH2:15][N:27]([CH2:28][C:29]([OH:31])=[O:30])[CH2:32][C:33]([OH:34])=[O:1]. (8) Given the reactants [N:1]1[CH:6]=[CH:5][C:4]([N:7]2[CH2:12][CH2:11][CH:10]([CH2:13][NH:14][C:15]3[CH:20]=[CH:19][N:18]=[CH:17][C:16]=3[NH2:21])[CH2:9][CH2:8]2)=[CH:3][CH:2]=1.[CH3:22][O:23][C:24]1[CH:32]=[CH:31][C:27]([C:28](Cl)=[O:29])=[CH:26][CH:25]=1, predict the reaction product. The product is: [CH3:22][O:23][C:24]1[CH:32]=[CH:31][C:27]([C:28]([NH:21][C:16]2[CH:17]=[N:18][CH:19]=[CH:20][C:15]=2[NH:14][CH2:13][CH:10]2[CH2:9][CH2:8][N:7]([C:4]3[CH:5]=[CH:6][N:1]=[CH:2][CH:3]=3)[CH2:12][CH2:11]2)=[O:29])=[CH:26][CH:25]=1.